Dataset: Full USPTO retrosynthesis dataset with 1.9M reactions from patents (1976-2016). Task: Predict the reactants needed to synthesize the given product. (1) Given the product [NH2:1][C:2]([CH:7]([F:8])[F:9])([CH2:10][C:11]1[CH:12]=[CH:13][CH:14]=[CH:15][CH:16]=1)[CH2:3][OH:4], predict the reactants needed to synthesize it. The reactants are: [NH2:1][C:2]([CH2:10][C:11]1[CH:16]=[CH:15][CH:14]=[CH:13][CH:12]=1)([CH:7]([F:9])[F:8])[C:3](OC)=[O:4].[BH4-].[Li+].Cl. (2) Given the product [F:2][C:3]1([F:9])[CH2:8][CH2:7][N:6]([C:22]([NH2:19])=[S:23])[CH2:5][CH2:4]1, predict the reactants needed to synthesize it. The reactants are: Cl.[F:2][C:3]1([F:9])[CH2:8][CH2:7][NH:6][CH2:5][CH2:4]1.C(N(CC)CC)C.C1N=C[N:19]([C:22](N2C=NC=C2)=[S:23])C=1. (3) Given the product [NH2:18][C:12]1[CH:11]=[C:10]2[C:15]([CH2:16][CH2:17][N:8]([C:3]3[CH:4]=[N:5][CH:6]=[CH:7][C:2]=3[CH3:1])[C:9]2=[O:21])=[CH:14][CH:13]=1, predict the reactants needed to synthesize it. The reactants are: [CH3:1][C:2]1[CH:7]=[CH:6][N:5]=[CH:4][C:3]=1[N:8]1[CH:17]=[CH:16][C:15]2[C:10](=[CH:11][C:12]([N+:18]([O-])=O)=[CH:13][CH:14]=2)[C:9]1=[O:21].